From a dataset of NCI-60 drug combinations with 297,098 pairs across 59 cell lines. Regression. Given two drug SMILES strings and cell line genomic features, predict the synergy score measuring deviation from expected non-interaction effect. (1) Drug 1: CN(CC1=CN=C2C(=N1)C(=NC(=N2)N)N)C3=CC=C(C=C3)C(=O)NC(CCC(=O)O)C(=O)O. Drug 2: C1C(C(OC1N2C=NC3=C2NC=NCC3O)CO)O. Cell line: A549. Synergy scores: CSS=16.7, Synergy_ZIP=-0.364, Synergy_Bliss=1.27, Synergy_Loewe=1.78, Synergy_HSA=1.84. (2) Drug 1: C1=CC=C(C=C1)NC(=O)CCCCCCC(=O)NO. Drug 2: C1CC(=O)NC(=O)C1N2C(=O)C3=CC=CC=C3C2=O. Cell line: SK-MEL-28. Synergy scores: CSS=12.2, Synergy_ZIP=-4.25, Synergy_Bliss=-6.64, Synergy_Loewe=-45.5, Synergy_HSA=-5.93.